From a dataset of Reaction yield outcomes from USPTO patents with 853,638 reactions. Predict the reaction yield, written as a fraction of the theoretical maximum amount of product (1.0 means a 100% yield; for example, 0.34 means a 34% yield). (1) The reactants are [N+:1]([C:4]1[CH:9]=[CH:8][C:7]([C:10]([CH3:17])([CH3:16])[C:11]([O:13][CH2:14][CH3:15])=[O:12])=[CH:6][CH:5]=1)([O-])=O.C([O-])=O.[K+]. The catalyst is CCO.O.[Pd]. The product is [NH2:1][C:4]1[CH:5]=[CH:6][C:7]([C:10]([CH3:16])([CH3:17])[C:11]([O:13][CH2:14][CH3:15])=[O:12])=[CH:8][CH:9]=1. The yield is 0.850. (2) The reactants are COC1C=CC(C[NH:8][C:9]2[CH:14]=[CH:13][CH:12]=[C:11]([O:15][C:16]3[CH:21]=[CH:20][CH:19]=[CH:18][CH:17]=3)[N:10]=2)=CC=1. The catalyst is FC(F)(F)C(O)=O.ClCCl. The product is [O:15]([C:11]1[N:10]=[C:9]([NH2:8])[CH:14]=[CH:13][CH:12]=1)[C:16]1[CH:17]=[CH:18][CH:19]=[CH:20][CH:21]=1. The yield is 0.530. (3) The reactants are C([O:9][CH2:10][CH2:11][O:12][C:13]1[CH:18]=[CH:17][C:16](/[C:19](/[C:30]2[CH:35]=[CH:34][CH:33]=[CH:32][CH:31]=2)=[C:20](\[C:24]2[CH:29]=[CH:28][CH:27]=[CH:26][CH:25]=2)/[CH2:21][CH2:22][Cl:23])=[CH:15][CH:14]=1)(=O)C1C=CC=CC=1.[Al].[Li].[H-]. The catalyst is C1(C)C=CC=CC=1. The product is [CH:27]1[CH:28]=[CH:29][C:24](/[C:20](/[CH2:21][CH2:22][Cl:23])=[C:19](\[C:16]2[CH:17]=[CH:18][C:13]([O:12][CH2:11][CH2:10][OH:9])=[CH:14][CH:15]=2)/[C:30]2[CH:31]=[CH:32][CH:33]=[CH:34][CH:35]=2)=[CH:25][CH:26]=1. The yield is 0.450. (4) The reactants are [C:51]12([C:45]3[CH:44]=[C:43](B4OB([C:43]5[CH:48]=[CH:47][C:46]([O:49][CH3:50])=[C:45]([C:51]67[CH2:52][CH:53]8[CH2:59][CH:57]([CH2:56][CH:55]([CH2:54]8)[CH2:60]6)[CH2:58]7)[CH:44]=5)OB([C:43]5[CH:48]=[CH:47][C:46]([O:49][CH3:50])=[C:45]([C:51]67[CH2:60][CH:55]8[CH2:56][CH:57]([CH2:59][CH:53]([CH2:54]8)[CH2:52]6)[CH2:58]7)[CH:44]=5)O4)[CH:48]=[CH:47][C:46]=3[O:49][CH3:50])[CH2:52][CH:53]3[CH2:59][CH:57]([CH2:56][CH:55]([CH2:54]3)[CH2:60]1)[CH2:58]2.[Br:61][C:62]1[CH:71]=[CH:70][C:69]2[C:64](=[CH:65][CH:66]=[C:67](Br)[CH:68]=2)[CH:63]=1.[O-]P([O-])([O-])=O.[K+].[K+].[K+].C1COCC1. The catalyst is C1C=CC([P]([Pd]([P](C2C=CC=CC=2)(C2C=CC=CC=2)C2C=CC=CC=2)([P](C2C=CC=CC=2)(C2C=CC=CC=2)C2C=CC=CC=2)[P](C2C=CC=CC=2)(C2C=CC=CC=2)C2C=CC=CC=2)(C2C=CC=CC=2)C2C=CC=CC=2)=CC=1.O. The product is [C:51]12([C:45]3[CH:44]=[C:43]([C:67]4[CH:68]=[C:69]5[C:64](=[CH:65][CH:66]=4)[CH:63]=[C:62]([Br:61])[CH:71]=[CH:70]5)[CH:48]=[CH:47][C:46]=3[O:49][CH3:50])[CH2:52][CH:53]3[CH2:54][CH:55]([CH2:56][CH:57]([CH2:59]3)[CH2:58]1)[CH2:60]2. The yield is 0.250. (5) The reactants are Br[C:2]1[CH:3]=[N:4][CH:5]=[N:6][CH:7]=1.[CH:8]1([CH2:11][C:12]([C:14]2[CH:19]=[CH:18][C:17]([O:20][C:21]3[CH:26]=[CH:25][C:24]([O:27][C:28]([F:31])([F:30])[F:29])=[CH:23][CH:22]=3)=[CH:16][N:15]=2)=[O:13])[CH2:10][CH2:9]1.[Li]CCCC. The catalyst is C1COCC1. The product is [CH:8]1([CH2:11][C:12]([C:2]2[CH:3]=[N:4][CH:5]=[N:6][CH:7]=2)([C:14]2[CH:19]=[CH:18][C:17]([O:20][C:21]3[CH:26]=[CH:25][C:24]([O:27][C:28]([F:31])([F:29])[F:30])=[CH:23][CH:22]=3)=[CH:16][N:15]=2)[OH:13])[CH2:10][CH2:9]1. The yield is 0.0800.